This data is from Full USPTO retrosynthesis dataset with 1.9M reactions from patents (1976-2016). The task is: Predict the reactants needed to synthesize the given product. (1) Given the product [O:4]1[CH2:5][CH2:6][N:1]([CH:9]([CH3:10])[CH2:8][C:7]([O:12][C:13]([CH3:16])([CH3:15])[CH3:14])=[O:11])[CH2:2][CH2:3]1, predict the reactants needed to synthesize it. The reactants are: [NH:1]1[CH2:6][CH2:5][O:4][CH2:3][CH2:2]1.[C:7]([O:12][C:13]([CH3:16])([CH3:15])[CH3:14])(=[O:11])/[CH:8]=[CH:9]/[CH3:10]. (2) The reactants are: [CH3:1][N:2]1[C:6]([C:7]2[CH:8]=[N:9][NH:10][CH:11]=2)=[CH:5][CH:4]=[N:3]1.I[C:13]1[CH:18]=[CH:17][C:16]([C:19]([F:22])([F:21])[F:20])=[CH:15][CH:14]=1.C(=O)([O-])[O-].[K+].[K+].CN[C@@H]1CCCC[C@H]1NC.[Cl-].[NH4+]. Given the product [CH3:1][N:2]1[C:6]([C:7]2[CH:8]=[N:9][N:10]([C:13]3[CH:18]=[CH:17][C:16]([C:19]([F:22])([F:21])[F:20])=[CH:15][CH:14]=3)[CH:11]=2)=[CH:5][CH:4]=[N:3]1, predict the reactants needed to synthesize it. (3) Given the product [CH:17]1([C@H:4]2[C@H:3]([CH3:20])[C@@H:2]([NH:1][C:22]3[CH:27]=[CH:26][CH:25]=[CH:24][CH:23]=3)[C:11]3[C:6](=[CH:7][CH:8]=[C:9]([O:12][CH3:13])[N:10]=3)[N:5]2[C:14](=[O:16])[CH3:15])[CH2:19][CH2:18]1, predict the reactants needed to synthesize it. The reactants are: [NH2:1][C@H:2]1[C:11]2[C:6](=[CH:7][CH:8]=[C:9]([O:12][CH3:13])[N:10]=2)[N:5]([C:14](=[O:16])[CH3:15])[C@@H:4]([CH:17]2[CH2:19][CH2:18]2)[C@@H:3]1[CH3:20].Br[C:22]1[CH:27]=[CH:26][CH:25]=[CH:24][CH:23]=1.CC(C)([O-])C.[Na+].CN(C1C(C2C(P(C3CCCCC3)C3CCCCC3)=CC=CC=2)=CC=CC=1)C. (4) Given the product [Cl:25][C:26]1[CH:27]=[C:28]([CH:46]=[CH:47][C:48]=1[Cl:49])[CH2:29][N:30]1[CH2:35][CH2:34][N:33]2[CH:36]=[C:37]([C:40]([NH:7][CH3:6])=[O:42])[C:38]([OH:39])=[C:32]2[C:31]1=[O:45], predict the reactants needed to synthesize it. The reactants are: FC1C=CC([CH2:6][N:7]2CCN3C=C(C(OCC)=O)C(O)=C3C2=O)=CC=1.[Cl:25][C:26]1[CH:27]=[C:28]([CH:46]=[CH:47][C:48]=1[Cl:49])[CH2:29][N:30]1[CH2:35][CH2:34][N:33]2[CH:36]=[C:37]([C:40]([O:42]CC)=O)[C:38]([OH:39])=[C:32]2[C:31]1=[O:45].